This data is from Cav3 T-type calcium channel HTS with 100,875 compounds. The task is: Binary Classification. Given a drug SMILES string, predict its activity (active/inactive) in a high-throughput screening assay against a specified biological target. (1) The molecule is S(Cc1[nH]c(=O)[nH]c1C(=O)CCCCC(OCC)=O)c1[nH]c(c2ccccc2)c(c(=O)n1)C#N. The result is 0 (inactive). (2) The compound is s1c(n2c(=O)c3c4c(c2=O)cccc4ccc3)nnc1CCC. The result is 0 (inactive). (3) The result is 0 (inactive). The compound is S(c1n(c(nn1)c1ccc(cc1)C)c1ccccc1)CC(=O)CC(=O)Nc1ccccc1. (4) The molecule is S(CC(=O)N(c1ccccc1)C)c1ncccc1C(OCC)=O. The result is 0 (inactive). (5) The drug is O1C(OCc2c(C1)c(OC(=O)c1ccc([N+]([O-])=O)cc1)c([n+](c2)C)C)(C)C. The result is 0 (inactive).